This data is from Catalyst prediction with 721,799 reactions and 888 catalyst types from USPTO. The task is: Predict which catalyst facilitates the given reaction. (1) Reactant: [H-].[Na+].[C:3]([C:5]1[CH:41]=[CH:40][C:8]([C:9]([NH:11][C:12]2[C:13]([C:36]([F:39])([F:38])[F:37])=[N:14][C:15]([O:18][CH2:19][C:20]3[C:21]([C:28]4[C:33]([Cl:34])=[CH:32][CH:31]=[CH:30][C:29]=4[Cl:35])=[N:22][O:23][C:24]=3[CH:25]([CH3:27])[CH3:26])=[CH:16][CH:17]=2)=[O:10])=[CH:7][CH:6]=1)#[N:4].I[CH3:43]. Product: [C:3]([C:5]1[CH:6]=[CH:7][C:8]([C:9]([N:11]([C:12]2[C:13]([C:36]([F:37])([F:39])[F:38])=[N:14][C:15]([O:18][CH2:19][C:20]3[C:21]([C:28]4[C:29]([Cl:35])=[CH:30][CH:31]=[CH:32][C:33]=4[Cl:34])=[N:22][O:23][C:24]=3[CH:25]([CH3:27])[CH3:26])=[CH:16][CH:17]=2)[CH3:43])=[O:10])=[CH:40][CH:41]=1)#[N:4]. The catalyst class is: 20. (2) Reactant: C(=[N:8][N:9]([CH:13]=[C:14]([C:17]#[N:18])[C:15]#[N:16])[CH:10]([CH3:12])[CH3:11])C1C=CC=CC=1.Cl. Product: [NH2:18][C:17]1[C:14]([C:15]#[N:16])=[CH:13][N:9]([CH:10]([CH3:11])[CH3:12])[N:8]=1. The catalyst class is: 8. (3) Reactant: C(N(CC)CC)C.[CH2:8]([C:12]1[N:13]([CH2:25][CH2:26][CH2:27][NH2:28])[C:14]2[C:23]3[CH:22]=[CH:21][CH:20]=[CH:19][C:18]=3[N:17]=[CH:16][C:15]=2[N:24]=1)[CH2:9][CH2:10][CH3:11].[CH3:29][S:30](Cl)(=[O:32])=[O:31]. Product: [CH2:8]([C:12]1[N:13]([CH2:25][CH2:26][CH2:27][NH:28][S:30]([CH3:29])(=[O:32])=[O:31])[C:14]2[C:23]3[CH:22]=[CH:21][CH:20]=[CH:19][C:18]=3[N:17]=[CH:16][C:15]=2[N:24]=1)[CH2:9][CH2:10][CH3:11]. The catalyst class is: 4. (4) Reactant: [Li+].CC([N-]C(C)C)C.[CH3:9][O:10][C:11]1[CH:16]=[CH:15][C:14]([C:17](=[O:19])[CH3:18])=[CH:13][CH:12]=1.[C:20]([C:24]1[CH:31]=[CH:30][C:27]([CH:28]=[O:29])=[CH:26][CH:25]=1)([CH3:23])([CH3:22])[CH3:21].[NH4+].[Cl-]. Product: [C:20]([C:24]1[CH:25]=[CH:26][C:27]([CH:28]([OH:29])[CH2:18][C:17]([C:14]2[CH:15]=[CH:16][C:11]([O:10][CH3:9])=[CH:12][CH:13]=2)=[O:19])=[CH:30][CH:31]=1)([CH3:23])([CH3:21])[CH3:22]. The catalyst class is: 7. (5) Reactant: [OH:1][CH2:2][C@@H:3]1[CH2:8][CH2:7][CH2:6][CH2:5][N:4]1C(OC(C)(C)C)=O.[ClH:16]. Product: [ClH:16].[NH:4]1[CH2:5][CH2:6][CH2:7][CH2:8][C@H:3]1[CH2:2][OH:1]. The catalyst class is: 12. (6) Reactant: [F:1][C:2]([F:15])([F:14])[S:3](O[S:3]([C:2]([F:15])([F:14])[F:1])(=[O:5])=[O:4])(=[O:5])=[O:4].[NH2:16][C:17]1[CH:25]=[C:24]2[CH:20]([C:21]([CH3:29])([CH3:28])[CH:22]([CH3:27])[N:23]2[CH3:26])[CH2:19][CH:18]=1.C(N(C(C)C)CC)(C)C.O. Product: [NH2:16][C:17]1[CH:25]=[C:24]2[CH:20]([C:21]([CH3:28])([CH3:29])[CH:22]([CH3:27])[N:23]2[CH3:26])[CH2:19][CH:18]=1.[F:1][C:2]([F:15])([F:14])[S:3]([NH:16][C:17]1[CH:25]=[C:24]2[CH:20]([C:21]([CH3:28])([CH3:29])[CH:22]([CH3:27])[N:23]2[CH3:26])[CH2:19][CH:18]=1)(=[O:5])=[O:4]. The catalyst class is: 2.